This data is from Catalyst prediction with 721,799 reactions and 888 catalyst types from USPTO. The task is: Predict which catalyst facilitates the given reaction. (1) Reactant: [NH:1]1[CH2:4][CH2:3][C@H:2]1[CH2:5][O:6][C:7]1[CH:8]=[N:9][CH:10]=[C:11]([Cl:13])[CH:12]=1.Br[C:15]1[CH:20]=[CH:19][CH:18]=[CH:17][CH:16]=1.C(O)(C)(C)C.[K].C1C=CC(P(C2C=CC3C(=CC=CC=3)C=2C2C3C(=CC=CC=3)C=CC=2P(C2C=CC=CC=2)C2C=CC=CC=2)C2C=CC=CC=2)=CC=1. Product: [Cl:13][C:11]1[CH:10]=[N:9][CH:8]=[C:7]([O:6][CH2:5][C@@H:2]2[CH2:3][CH2:4][N:1]2[C:15]2[CH:20]=[CH:19][CH:18]=[CH:17][CH:16]=2)[CH:12]=1. The catalyst class is: 222. (2) Reactant: C([O:8][C:9]1[C:13]([O:14]CC2C=CC=CC=2)=[C:12]([C:22](=[O:26])[N:23]([CH3:25])[CH3:24])[N:11]([C:27]2[CH:32]=[CH:31][C:30]([O:33][CH3:34])=[CH:29][CH:28]=2)[C:10]=1[S:35]([NH:38][C:39](=[O:45])[O:40][C:41]([CH3:44])([CH3:43])[CH3:42])(=[O:37])=[O:36])C1C=CC=CC=1. Product: [CH3:25][N:23]([CH3:24])[C:22]([C:12]1[N:11]([C:27]2[CH:28]=[CH:29][C:30]([O:33][CH3:34])=[CH:31][CH:32]=2)[C:10]([S:35]([NH:38][C:39](=[O:45])[O:40][C:41]([CH3:43])([CH3:44])[CH3:42])(=[O:36])=[O:37])=[C:9]([OH:8])[C:13]=1[OH:14])=[O:26]. The catalyst class is: 19. (3) Reactant: Cl.[N:2]1[C:10]2[C:5](=[N:6][CH:7]=[CH:8][CH:9]=2)[NH:4][C:3]=1[C:11]([OH:13])=[O:12].[C:14](Cl)(=O)C(Cl)=O.[NH2:20][CH2:21][CH2:22][C:23]([C:26]1[CH:31]=[CH:30][C:29]([NH:32][C:33](=[O:44])[C:34]2[CH:39]=[CH:38][C:37]([O:40][CH3:41])=[C:36]([O:42][CH3:43])[CH:35]=2)=[CH:28][CH:27]=1)([CH3:25])[CH3:24].[CH3:45][CH2:46][O:47][C:48]([CH3:50])=O.CO. Product: [CH3:45][CH2:46][O:47][CH2:48][CH3:50].[O:13]([CH:11]([CH3:3])[CH3:14])[CH:22]([CH3:23])[CH3:21].[CH3:43][O:42][C:36]1[CH:35]=[C:34]([CH:39]=[CH:38][C:37]=1[O:40][CH3:41])[C:33]([NH:32][C:29]1[CH:28]=[CH:27][C:26]([C:23]([CH3:24])([CH3:25])[CH2:22][CH2:21][NH:20][C:11]([C:3]2[NH:4][C:5]3=[N:6][CH:7]=[CH:8][CH:9]=[C:10]3[N:2]=2)=[O:12])=[CH:31][CH:30]=1)=[O:44]. The catalyst class is: 2. (4) Reactant: C([O:4][CH2:5][C@H:6]1[N:11]([CH2:12][C:13]2[CH:18]=[CH:17][CH:16]=[CH:15][CH:14]=2)[C@H:10]([CH2:19][O:20][CH2:21][C:22]2[CH:27]=[CH:26][CH:25]=[CH:24][CH:23]=2)[C@@H:9]([O:28][CH2:29][C:30]2[CH:35]=[CH:34][CH:33]=[CH:32][CH:31]=2)[C@H:8]([O:36][CH2:37][C:38]2[CH:43]=[CH:42][CH:41]=[CH:40][CH:39]=2)[C@H:7]1[NH:44][C:45](=[O:47])[CH3:46])(=O)C.[OH-].[K+]. Product: [CH2:12]([N:11]1[C@H:6]([CH2:5][OH:4])[C@H:7]([NH:44][C:45](=[O:47])[CH3:46])[C@@H:8]([O:36][CH2:37][C:38]2[CH:43]=[CH:42][CH:41]=[CH:40][CH:39]=2)[C@H:9]([O:28][CH2:29][C:30]2[CH:31]=[CH:32][CH:33]=[CH:34][CH:35]=2)[C@H:10]1[CH2:19][O:20][CH2:21][C:22]1[CH:23]=[CH:24][CH:25]=[CH:26][CH:27]=1)[C:13]1[CH:18]=[CH:17][CH:16]=[CH:15][CH:14]=1. The catalyst class is: 430. (5) Product: [Cl:33][C:30]1[CH:31]=[CH:3][C:1]([O:5][C:6](=[O:21])[N:7]([CH2:9][C@H:10]2[CH2:11][CH2:12][C@H:13]([CH2:16][CH2:17][CH2:18][CH2:19][OH:20])[CH2:14][CH2:15]2)[CH3:8])=[CH:4][CH:29]=1. The catalyst class is: 24. Reactant: [C:1]([O:5][C:6](=[O:21])[N:7]([CH2:9][C@H:10]1[CH2:15][CH2:14][C@H:13]([CH2:16][CH2:17][CH2:18][CH2:19][OH:20])[CH2:12][CH2:11]1)[CH3:8])([CH3:4])([CH3:3])C.Cl.ClC(OC1C=[CH:31][C:30]([Cl:33])=[CH:29]C=1)=O.